The task is: Predict which catalyst facilitates the given reaction.. This data is from Catalyst prediction with 721,799 reactions and 888 catalyst types from USPTO. (1) Reactant: [F:1][C:2]1[CH:7]=[CH:6][C:5]([F:8])=[CH:4][C:3]=1[S:9]([N:12]([C:16]1[CH:21]=[CH:20][CH:19]=[C:18]([C:22]2[N:23]=[C:24]([CH:27]3[CH2:32][CH2:31][O:30][CH2:29][CH2:28]3)[S:25][CH:26]=2)[C:17]=1[F:33])[CH2:13][O:14][CH3:15])(=[O:11])=[O:10].C([O-])(=O)C.[Na+].[Br:39]Br.[OH-].[Na+]. Product: [Br:39][C:26]1[S:25][C:24]([CH:27]2[CH2:32][CH2:31][O:30][CH2:29][CH2:28]2)=[N:23][C:22]=1[C:18]1[C:17]([F:33])=[C:16]([N:12]([CH2:13][O:14][CH3:15])[S:9]([C:3]2[CH:4]=[C:5]([F:8])[CH:6]=[CH:7][C:2]=2[F:1])(=[O:10])=[O:11])[CH:21]=[CH:20][CH:19]=1. The catalyst class is: 15. (2) The catalyst class is: 27. Product: [CH:1]12[C:10](=[O:11])[NH:9][CH:8]1[CH2:7][CH2:6][CH:5]=[CH:4][CH2:3][CH2:2]2. Reactant: [CH:1]12[C:10](=[O:11])[NH:9][CH:8]1[CH2:7][CH2:6][CH:5]=[CH:4][CH2:3][CH2:2]2.C(OC)(=O)C1C=CC=CC=1. (3) Reactant: [F:1][C:2]1[CH:7]=[CH:6][C:5]([C@@H:8]2[CH2:12][N:11]([S:13]([C:16]3[N:17]=[CH:18][N:19]([CH3:21])[CH:20]=3)(=[O:15])=[O:14])[CH2:10][C@H:9]2[NH2:22])=[CH:4][CH:3]=1.CC([O-])=O.[Na+].[CH:28](=O)[C:29]1[CH:34]=[CH:33][CH:32]=[CH:31][CH:30]=1.[O-]S([O-])(=O)=O.[Mg+2]. Product: [CH2:28]([NH:22][C@H:9]1[C@H:8]([C:5]2[CH:6]=[CH:7][C:2]([F:1])=[CH:3][CH:4]=2)[CH2:12][N:11]([S:13]([C:16]2[N:17]=[CH:18][N:19]([CH3:21])[CH:20]=2)(=[O:15])=[O:14])[CH2:10]1)[C:29]1[CH:34]=[CH:33][CH:32]=[CH:31][CH:30]=1. The catalyst class is: 467.